Dataset: Reaction yield outcomes from USPTO patents with 853,638 reactions. Task: Predict the reaction yield, written as a fraction of the theoretical maximum amount of product (1.0 means a 100% yield; for example, 0.34 means a 34% yield). (1) The reactants are [F:1][C:2]1[CH:10]=[C:9]2[C:5]([C:6]([C:11]3[CH:12]=[N:13][N:14]([CH:16]4[CH2:21][CH2:20][N:19](C(OC(C)(C)C)=O)[CH2:18][CH2:17]4)[CH:15]=3)=[CH:7][NH:8]2)=[CH:4][CH:3]=1.Cl. The catalyst is O1CCOCC1. The product is [F:1][C:2]1[CH:10]=[C:9]2[C:5]([C:6]([C:11]3[CH:12]=[N:13][N:14]([CH:16]4[CH2:21][CH2:20][NH:19][CH2:18][CH2:17]4)[CH:15]=3)=[CH:7][NH:8]2)=[CH:4][CH:3]=1. The yield is 0.410. (2) The reactants are [CH2:1](Cl)[CH2:2]Cl.[N:5]1([C:14]([O:16][C:17]([CH3:20])(C)C)=[O:15])[CH2:10][CH2:9][CH:8]([C:11]([O-:13])=O)[CH2:7][CH2:6]1.Cl.[CH3:22][NH:23][O:24][CH3:25].C(N(CC)CC)C. The catalyst is CN(C1C=CN=CC=1)C.ClCCl.O. The product is [CH2:17]([O:16][C:14]([N:5]1[CH2:6][CH2:7][CH:8]([C:11](=[O:13])[N:23]([O:24][CH3:25])[CH3:22])[CH2:9][CH2:10]1)=[O:15])[CH2:20][CH2:1][CH3:2]. The yield is 0.850. (3) The reactants are [CH3:1][O:2][C:3]1[C:8]2[N:9]=[C:10]([NH2:12])[S:11][C:7]=2[C:6]([N:13]2[CH2:18][CH2:17][O:16][CH2:15][CH2:14]2)=[CH:5][CH:4]=1.N1C=CC=CC=1.Cl[C:26](OC1C=CC=CC=1)=[O:27].[C@H:35]12[CH2:41][C@H:38]([NH:39][CH2:40]1)[CH2:37][O:36]2.C(=O)([O-])[O-].[Na+].[Na+]. The catalyst is ClCCl. The product is [CH3:1][O:2][C:3]1[C:8]2[N:9]=[C:10]([NH:12][C:26]([N:39]3[CH2:40][C@@H:35]4[CH2:41][C@H:38]3[CH2:37][O:36]4)=[O:27])[S:11][C:7]=2[C:6]([N:13]2[CH2:18][CH2:17][O:16][CH2:15][CH2:14]2)=[CH:5][CH:4]=1. The yield is 0.350. (4) The reactants are [Cl:1][C:2]1[S:6][C:5]([C:7]([O:9]C)=[O:8])=[CH:4][C:3]=1[C:11]1[N:15]([CH3:16])[N:14]=[CH:13][CH:12]=1.[OH-].[Na+]. The catalyst is O1CCCC1. The product is [Cl:1][C:2]1[S:6][C:5]([C:7]([OH:9])=[O:8])=[CH:4][C:3]=1[C:11]1[N:15]([CH3:16])[N:14]=[CH:13][CH:12]=1. The yield is 0.960. (5) The reactants are [CH2:1]([O:3][CH:4]1[CH2:9][CH2:8][C:7]([N:11]2[CH2:16][CH2:15][C:14](=O)[CH2:13][CH2:12]2)([CH3:10])[CH2:6][CH2:5]1)[CH3:2].[NH2:18][C:19]1[CH:24]=[C:23]([CH3:25])[CH:22]=[CH:21][C:20]=1/[CH:26]=[CH:27]/[C:28]([O:30][CH2:31][CH3:32])=[O:29].C(O[BH-](OC(=O)C)OC(=O)C)(=O)C.[Na+]. The catalyst is ClCCCl. The product is [CH2:1]([O:3][CH:4]1[CH2:9][CH2:8][C:7]([N:11]2[CH2:16][CH2:15][CH:14]([NH:18][C:19]3[CH:24]=[C:23]([CH3:25])[CH:22]=[CH:21][C:20]=3/[CH:26]=[CH:27]/[C:28]([O:30][CH2:31][CH3:32])=[O:29])[CH2:13][CH2:12]2)([CH3:10])[CH2:6][CH2:5]1)[CH3:2]. The yield is 0.560. (6) The reactants are [CH2:1]([O:5][P:6]([C:13]1[CH:17]=[CH:16][S:15][C:14]=1I)([O:8][CH2:9][CH2:10][CH2:11][CH3:12])=[O:7])[CH2:2][CH2:3][CH3:4].C([Sn](CCCC)(CCCC)[C:24]1[S:25][CH:26]=[CH:27][C:28]=1[P:29]([O:36][CH2:37][CH2:38][CH2:39][CH3:40])([O:31][CH2:32][CH2:33][CH2:34][CH3:35])=[O:30])CCC.Cl. The catalyst is CN(C=O)C.[Cu]Cl. The product is [CH2:1]([O:5][P:6]([C:13]1[CH:17]=[CH:16][S:15][C:14]=1[C:24]1[S:25][CH:26]=[CH:27][C:28]=1[P:29]([O:36][CH2:37][CH2:38][CH2:39][CH3:40])([O:31][CH2:32][CH2:33][CH2:34][CH3:35])=[O:30])([O:8][CH2:9][CH2:10][CH2:11][CH3:12])=[O:7])[CH2:2][CH2:3][CH3:4]. The yield is 0.550. (7) The reactants are [SH:1][C:2]1[CH:7]=[CH:6][CH:5]=[CH:4][N:3]=1.[H-].[Na+].CS(O[C:15]1[CH:20]=[CH:19][CH:18]=[C:17]([C:21]2[S:22][C:23]3[CH:31]=[CH:30][CH:29]=[CH:28][C:24]=3[C:25](=[O:27])[N:26]=2)[N:16]=1)(=O)=O.[C:32](OCC)(=O)C. The catalyst is CN(C=O)C.O. The product is [N:3]1[CH:4]=[CH:5][CH:6]=[CH:7][C:2]=1[S:1][CH2:32][C:15]1[N:16]=[C:17]([C:21]2[S:22][C:23]3[CH:31]=[CH:30][CH:29]=[CH:28][C:24]=3[C:25](=[O:27])[N:26]=2)[CH:18]=[CH:19][CH:20]=1. The yield is 0.870. (8) The reactants are [F:1][C:2]1[CH:3]=[C:4]2[C:8](=[CH:9][CH:10]=1)[NH:7][N:6]=[C:5]2[I:11].Br[CH:13]([CH2:15][CH3:16])[CH3:14]. No catalyst specified. The product is [F:1][C:2]1[CH:3]=[C:4]2[C:8](=[CH:9][CH:10]=1)[N:7]([CH:13]([CH2:15][CH3:16])[CH3:14])[N:6]=[C:5]2[I:11]. The yield is 0.410.